From a dataset of Reaction yield outcomes from USPTO patents with 853,638 reactions. Predict the reaction yield, written as a fraction of the theoretical maximum amount of product (1.0 means a 100% yield; for example, 0.34 means a 34% yield). (1) The reactants are [Br:1][C:2]1[CH:3]=[C:4]([C:8]#[C:9][CH2:10][CH2:11]O)[CH:5]=[CH:6][CH:7]=1.CCN(S(F)(F)[F:19])CC.C(=O)(O)[O-].[Na+]. The catalyst is C(Cl)Cl. The product is [Br:1][C:2]1[CH:7]=[CH:6][CH:5]=[C:4]([C:8]#[C:9][CH2:10][CH2:11][F:19])[CH:3]=1. The yield is 0.640. (2) The reactants are [CH3:1][C:2]([C:12]1[CH:22]=[CH:21][C:20]([F:23])=[CH:19][C:13]=1[CH2:14][O:15]C(=O)C)([CH3:11])[CH2:3][C@:4]1([C:7]([F:10])([F:9])[F:8])[CH2:6][O:5]1.[Li].[OH-].[Na+].Cl.[CH2:28]1COC[CH2:29]1. The catalyst is CS(C)=O. The product is [F:23][C:20]1[CH:21]=[CH:22][C:12]([C:2]([CH3:11])([CH3:1])[CH2:3][C@@:4]([C:7]([F:10])([F:8])[F:9])([OH:5])[CH2:6][C:28]#[CH:29])=[C:13]([CH2:14][OH:15])[CH:19]=1. The yield is 0.830. (3) The reactants are Cl[C:2]1[N:7]=[CH:6][C:5]([CH:8]2[O:13][CH2:12][CH2:11][N:10]([C:14]([O:16][C:17]([CH3:20])([CH3:19])[CH3:18])=[O:15])[CH2:9]2)=[CH:4][CH:3]=1.[C:21](=[NH:34])([C:28]1[CH:33]=[CH:32][CH:31]=[CH:30][CH:29]=1)[C:22]1[CH:27]=[CH:26][CH:25]=[CH:24][CH:23]=1.CC(C)([O-])C.[Na+]. The catalyst is C1(C)C=CC=CC=1. The product is [C:22]1([C:21](=[N:34][C:2]2[N:7]=[CH:6][C:5]([CH:8]3[O:13][CH2:12][CH2:11][N:10]([C:14]([O:16][C:17]([CH3:20])([CH3:19])[CH3:18])=[O:15])[CH2:9]3)=[CH:4][CH:3]=2)[C:28]2[CH:29]=[CH:30][CH:31]=[CH:32][CH:33]=2)[CH:27]=[CH:26][CH:25]=[CH:24][CH:23]=1. The yield is 0.220. (4) The catalyst is C1C=CC=CC=1.CN(C1C=CN=CC=1)C. The yield is 0.940. The reactants are [F:1][C:2]1[CH:15]=[CH:14][C:5]([O:6][C:7]2[CH:13]=[CH:12][CH:11]=[CH:10][C:8]=2[NH2:9])=[C:4]([O:16][CH3:17])[CH:3]=1.Cl[C:19]([C:21]1[CH:30]=[CH:29][C:24]([C:25]([O:27][CH3:28])=[O:26])=[CH:23][CH:22]=1)=[O:20].N1C=CC=CC=1. The product is [F:1][C:2]1[CH:15]=[CH:14][C:5]([O:6][C:7]2[CH:13]=[CH:12][CH:11]=[CH:10][C:8]=2[NH:9][C:19]([C:21]2[CH:30]=[CH:29][C:24]([C:25]([O:27][CH3:28])=[O:26])=[CH:23][CH:22]=2)=[O:20])=[C:4]([O:16][CH3:17])[CH:3]=1. (5) The reactants are Cl[C:2]1[C:7]2[CH2:8][N:9]([CH2:12][C:13]3[CH:14]=[N:15][C:16]([O:20][CH2:21][C:22]([F:27])([F:26])[CH:23]([F:25])[F:24])=[C:17]([CH3:19])[CH:18]=3)[C:10](=[O:11])[C:6]=2[CH:5]=[CH:4][N:3]=1.[CH:28]([O:30][C:31]1[CH:36]=[CH:35][CH:34]=[CH:33][CH:32]=1)=[O:29]. The yield is 0.710. The product is [CH3:19][C:17]1[CH:18]=[C:13]([CH2:12][N:9]2[C:10](=[O:11])[C:6]3[CH:5]=[CH:4][N:3]=[C:2]([C:28]([O:30][C:31]4[CH:36]=[CH:35][CH:34]=[CH:33][CH:32]=4)=[O:29])[C:7]=3[CH2:8]2)[CH:14]=[N:15][C:16]=1[O:20][CH2:21][C:22]([F:27])([F:26])[CH:23]([F:25])[F:24]. No catalyst specified.